Dataset: Catalyst prediction with 721,799 reactions and 888 catalyst types from USPTO. Task: Predict which catalyst facilitates the given reaction. (1) Reactant: [Br:1][C:2]1[CH:3]=[C:4]([C:15](OC)=[O:16])[CH:5]=[C:6]([CH:14]=1)[C:7]([O:9][C:10]([CH3:13])([CH3:12])[CH3:11])=[O:8].[BH4-].[Na+].CO. Product: [Br:1][C:2]1[CH:14]=[C:6]([CH:5]=[C:4]([CH2:15][OH:16])[CH:3]=1)[C:7]([O:9][C:10]([CH3:13])([CH3:12])[CH3:11])=[O:8]. The catalyst class is: 7. (2) Reactant: [C:1]12[CH2:9][CH:5]([C:6]1(C)C)[CH:4]([OH:10])[CH:3](C1(C3CC4CC(C4(C)C)=C3C)CC3CC(C3(C)C)=C1C)[C:2]=2[CH3:31].BrCBr.[CH2:35]([Mg]Cl)[CH2:36][CH2:37]C. Product: [CH:36]([C:4]1([OH:10])[CH2:5][CH2:9][C@:1]2([CH3:6])[C@@H:2]([CH2:31]2)[CH2:3]1)([CH3:37])[CH3:35]. The catalyst class is: 27. (3) Reactant: [Cl:1][C:2]1[CH:3]=[C:4]([CH:20]=[CH:21][C:22]=1[Cl:23])[CH2:5][N:6]([O:18][CH3:19])[C:7](=[O:17])[CH:8]=[C:9]1[C:13](=[O:14])[O:12][C:11](C)(C)[O:10]1. Product: [CH3:11][O:12][C:13](=[O:14])[C:9]([OH:10])=[CH:8][C:7](=[O:17])[N:6]([CH2:5][C:4]1[CH:20]=[CH:21][C:22]([Cl:23])=[C:2]([Cl:1])[CH:3]=1)[O:18][CH3:19]. The catalyst class is: 5. (4) Reactant: [NH2:1][C:2]1[CH:3]=[C:4]([OH:8])[CH:5]=[CH:6][CH:7]=1.[N:9]([O-])=O.[Na+].[Sn](Cl)Cl. Product: [NH:1]([C:2]1[CH:3]=[C:4]([OH:8])[CH:5]=[CH:6][CH:7]=1)[NH2:9]. The catalyst class is: 126. (5) Reactant: [CH3:1][C:2]1[O:3][C:4]([C:24]2[CH:29]=[CH:28][CH:27]=[CH:26][CH:25]=2)=[CH:5][C:6]=1[CH:7]([CH:18]1[CH2:23][CH2:22][O:21][CH2:20][CH2:19]1)[O:8][C:9]1[CH:17]=[CH:16][C:12]([C:13]([OH:15])=O)=[CH:11][CH:10]=1.[CH3:30][NH:31][CH2:32][CH2:33][C:34]([O:36]CC)=[O:35].Cl.C(N=C=NCCCN(C)C)C.O.OC1C2N=NNC=2C=CC=1. Product: [CH3:30][N:31]([C:13]([C:12]1[CH:11]=[CH:10][C:9]([O:8][CH:7]([C:6]2[CH:5]=[C:4]([C:24]3[CH:25]=[CH:26][CH:27]=[CH:28][CH:29]=3)[O:3][C:2]=2[CH3:1])[CH:18]2[CH2:23][CH2:22][O:21][CH2:20][CH2:19]2)=[CH:17][CH:16]=1)=[O:15])[CH2:32][CH2:33][C:34]([OH:36])=[O:35]. The catalyst class is: 842. (6) Reactant: Br[C:2]1[S:3][N:4]=[C:5]2[CH:10]=[C:9]([Br:11])[CH:8]=[N:7][C:6]=12.[NH:12]1[CH2:16][CH2:15][CH2:14][CH2:13]1. Product: [Br:11][C:9]1[CH:8]=[N:7][C:6]2=[C:2]([N:12]3[CH2:16][CH2:15][CH2:14][CH2:13]3)[S:3][N:4]=[C:5]2[CH:10]=1. The catalyst class is: 14. (7) Reactant: [Cl:1][C:2]1[CH:7]=[C:6]([N:8]2[CH2:13][CH2:12][N:11]([C:14]([C:16]3[C:25]4[C:20](=[CH:21][CH:22]=[CH:23][CH:24]=4)[CH:19]=[CH:18][CH:17]=3)=[O:15])[CH2:10][CH2:9]2)[CH:5]=[CH:4][C:3]=1[OH:26].[C:27](=O)([O-:29])[O-:28].[Cs+].[Cs+].[I-].[Na+].Cl[CH2:36][CH2:37][CH2:38][N:39]1[CH2:44][CH2:43][CH2:42][CH2:41][CH2:40]1. Product: [CH:27]([OH:29])=[O:28].[Cl:1][C:2]1[CH:7]=[C:6]([N:8]2[CH2:9][CH2:10][N:11]([C:14]([C:16]3[C:25]4[C:20](=[CH:21][CH:22]=[CH:23][CH:24]=4)[CH:19]=[CH:18][CH:17]=3)=[O:15])[CH2:12][CH2:13]2)[CH:5]=[CH:4][C:3]=1[O:26][CH2:36][CH2:37][CH2:38][N:39]1[CH2:44][CH2:43][CH2:42][CH2:41][CH2:40]1. The catalyst class is: 18.